From a dataset of Forward reaction prediction with 1.9M reactions from USPTO patents (1976-2016). Predict the product of the given reaction. The product is: [Cl:1][C:2]1[CH:3]=[CH:4][C:5]([C:8]2[N:9]=[C:10]([N:21]3[CH:25]=[CH:24][N:23]=[C:22]3[CH3:26])[S:11][C:12]=2[CH2:13][CH2:14][CH2:15][CH2:16][OH:17])=[CH:6][CH:7]=1. Given the reactants [Cl:1][C:2]1[CH:7]=[CH:6][C:5]([C:8]2[N:9]=[C:10]([N:21]3[CH:25]=[CH:24][N:23]=[C:22]3[CH3:26])[S:11][C:12]=2[CH2:13][CH2:14][CH2:15][C:16](OCC)=[O:17])=[CH:4][CH:3]=1.[H-].[Al+3].[Li+].[H-].[H-].[H-].O, predict the reaction product.